From a dataset of Full USPTO retrosynthesis dataset with 1.9M reactions from patents (1976-2016). Predict the reactants needed to synthesize the given product. (1) Given the product [OH:18][CH2:19][CH2:20][O:21][C:22]1[CH:23]=[CH:24][C:25]([C:37]2[NH:6][C:4](=[O:5])[C:3]3[C:2](=[CH:10][CH:9]=[CH:8][CH:7]=3)[N:1]=2)=[N:26][C:27]=1[C:28]1[CH:33]=[CH:32][C:31]([S:34]([CH3:36])=[O:35])=[CH:30][CH:29]=1, predict the reactants needed to synthesize it. The reactants are: [NH2:1][C:2]1[CH:10]=[CH:9][CH:8]=[CH:7][C:3]=1[C:4]([NH2:6])=[O:5].[Si]([O:18][CH2:19][CH2:20][O:21][C:22]1[CH:23]=[CH:24][C:25]([CH:37]=O)=[N:26][C:27]=1[C:28]1[CH:33]=[CH:32][C:31]([S:34]([CH3:36])=[O:35])=[CH:30][CH:29]=1)(C(C)(C)C)(C)C.OS([O-])=O.[Na+].O.C1(C)C=CC(S(O)(=O)=O)=CC=1. (2) Given the product [CH:1]1([O:6][N:8]2[C:16](=[O:17])[C:15]3[C:10](=[CH:11][CH:12]=[CH:13][CH:14]=3)[C:9]2=[O:18])[CH2:5][CH:4]=[CH:3][CH2:2]1, predict the reactants needed to synthesize it. The reactants are: [CH:1]1([OH:6])[CH2:5][CH:4]=[CH:3][CH2:2]1.O[N:8]1[C:16](=[O:17])[C:15]2[C:10](=[CH:11][CH:12]=[CH:13][CH:14]=2)[C:9]1=[O:18].C1(P(C2C=CC=CC=2)C2C=CC=CC=2)C=CC=CC=1.CC(OC(/N=N/C(OC(C)C)=O)=O)C.N#N.